Regression. Given two drug SMILES strings and cell line genomic features, predict the synergy score measuring deviation from expected non-interaction effect. From a dataset of NCI-60 drug combinations with 297,098 pairs across 59 cell lines. (1) Drug 1: CC1=C(N=C(N=C1N)C(CC(=O)N)NCC(C(=O)N)N)C(=O)NC(C(C2=CN=CN2)OC3C(C(C(C(O3)CO)O)O)OC4C(C(C(C(O4)CO)O)OC(=O)N)O)C(=O)NC(C)C(C(C)C(=O)NC(C(C)O)C(=O)NCCC5=NC(=CS5)C6=NC(=CS6)C(=O)NCCC[S+](C)C)O. Drug 2: CCC1(C2=C(COC1=O)C(=O)N3CC4=CC5=C(C=CC(=C5CN(C)C)O)N=C4C3=C2)O.Cl. Cell line: KM12. Synergy scores: CSS=54.8, Synergy_ZIP=1.88, Synergy_Bliss=1.22, Synergy_Loewe=7.98, Synergy_HSA=9.45. (2) Drug 1: CC1C(C(CC(O1)OC2CC(CC3=C2C(=C4C(=C3O)C(=O)C5=C(C4=O)C(=CC=C5)OC)O)(C(=O)CO)O)N)O.Cl. Drug 2: CCC1(CC2CC(C3=C(CCN(C2)C1)C4=CC=CC=C4N3)(C5=C(C=C6C(=C5)C78CCN9C7C(C=CC9)(C(C(C8N6C)(C(=O)OC)O)OC(=O)C)CC)OC)C(=O)OC)O.OS(=O)(=O)O. Cell line: SN12C. Synergy scores: CSS=30.9, Synergy_ZIP=-1.51, Synergy_Bliss=0.0584, Synergy_Loewe=-1.35, Synergy_HSA=1.64. (3) Drug 2: N.N.Cl[Pt+2]Cl. Cell line: HCT-15. Synergy scores: CSS=51.7, Synergy_ZIP=-6.11, Synergy_Bliss=-8.02, Synergy_Loewe=-25.0, Synergy_HSA=-2.42. Drug 1: C1C(C(OC1N2C=NC3=C(N=C(N=C32)Cl)N)CO)O. (4) Drug 1: COC1=C(C=C2C(=C1)N=CN=C2NC3=CC(=C(C=C3)F)Cl)OCCCN4CCOCC4. Drug 2: COC1=C2C(=CC3=C1OC=C3)C=CC(=O)O2. Cell line: SK-MEL-5. Synergy scores: CSS=28.6, Synergy_ZIP=-1.91, Synergy_Bliss=-0.220, Synergy_Loewe=-7.41, Synergy_HSA=0.971.